Dataset: Full USPTO retrosynthesis dataset with 1.9M reactions from patents (1976-2016). Task: Predict the reactants needed to synthesize the given product. (1) Given the product [ClH:1].[Cl:1][C:2]1[CH:3]=[CH:4][C:5]([NH:8][C:9](=[O:26])[C:10]2[CH:15]=[CH:14][CH:13]=[CH:12][C:11]=2[NH:16][C:17]([O:19][CH:20]2[CH2:21][CH2:22][N:23]([CH:33]([CH3:35])[CH3:32])[CH2:24][CH2:25]2)=[O:18])=[N:6][CH:7]=1, predict the reactants needed to synthesize it. The reactants are: [Cl:1][C:2]1[CH:3]=[CH:4][C:5]([NH:8][C:9](=[O:26])[C:10]2[CH:15]=[CH:14][CH:13]=[CH:12][C:11]=2[NH:16][C:17]([O:19][CH:20]2[CH2:25][CH2:24][NH:23][CH2:22][CH2:21]2)=[O:18])=[N:6][CH:7]=1.C([BH3-])#N.[Na+].Cl.[CH3:32][C:33]([CH3:35])=O. (2) Given the product [ClH:1].[OH:22][C:23]1[CH:24]=[C:25]([CH:27]=[CH:28][CH:29]=1)[NH:26][C:2]1[C:11]2[C:6](=[CH:7][C:8]([O:14][CH2:15][CH2:16][N:17]3[CH:21]=[CH:20][N:19]=[CH:18]3)=[C:9]([O:12][CH3:13])[CH:10]=2)[N:5]=[CH:4][N:3]=1, predict the reactants needed to synthesize it. The reactants are: [Cl:1][C:2]1[C:11]2[C:6](=[CH:7][C:8]([O:14][CH2:15][CH2:16][N:17]3[CH:21]=[CH:20][N:19]=[CH:18]3)=[C:9]([O:12][CH3:13])[CH:10]=2)[N:5]=[CH:4][N:3]=1.[OH:22][C:23]1[CH:24]=[C:25]([CH:27]=[CH:28][CH:29]=1)[NH2:26]. (3) Given the product [Br:24][C:20]1[N:19]=[C:18]([CH2:17][N:8]2[C:14]3[C:9](=[CH:10][CH:11]=[CH:12][CH:13]=3)[C:4](=[O:5])[C:6]([C:15](=[O:16])[C:14]3[CH:9]=[CH:10][C:11]([C:6]([CH3:15])([CH3:7])[CH3:4])=[CH:12][CH:13]=3)=[CH:7]2)[CH:23]=[CH:22][CH:21]=1, predict the reactants needed to synthesize it. The reactants are: CON(C)[C:4]([C:6]1[C:15](=[O:16])[C:14]2[C:9](=[CH:10][CH:11]=[CH:12][CH:13]=2)[N:8]([CH2:17][C:18]2[CH:23]=[CH:22][CH:21]=[C:20]([Br:24])[N:19]=2)[CH:7]=1)=[O:5]. (4) Given the product [Cl:1][C:2]1[C:9]([CH3:10])=[C:8]([C:11]2[C@@H:12]([O:20][CH3:21])[C@@H:13]3[C@H:18]([F:28])[CH2:17][CH2:16][N:14]3[N:15]=2)[CH:7]=[CH:6][C:3]=1[C:4]#[N:5], predict the reactants needed to synthesize it. The reactants are: [Cl:1][C:2]1[C:9]([CH3:10])=[C:8]([C:11]2[C@@H:12]([O:20][CH3:21])[C@@H:13]3[C@@H:18](O)[CH2:17][CH2:16][N:14]3[N:15]=2)[CH:7]=[CH:6][C:3]=1[C:4]#[N:5].CCN(S(F)(F)[F:28])CC. (5) Given the product [C:1]12([C:11]3[CH:12]=[C:13]([C:19]4[CH:20]=[C:21]([CH:24]=[CH:25][CH:26]=4)[CH:22]=[C:33]4[S:27][CH:28]([NH:41][CH2:34][C:35]5[CH:40]=[CH:39][CH:38]=[CH:37][CH:36]=5)[N:30]=[CH:31]4)[CH:14]=[C:15]([F:18])[C:16]=3[OH:17])[CH2:10][CH:5]3[CH2:4][CH:3]([CH2:9][CH:7]([CH2:6]3)[CH2:8]1)[CH2:2]2.[CH2:34]([NH:41][C:28]1[S:27][CH2:33][C:31](=[O:32])[N:30]=1)[C:35]1[CH:40]=[CH:39][CH:38]=[CH:37][CH:36]=1, predict the reactants needed to synthesize it. The reactants are: [C:1]12([C:11]3[CH:12]=[C:13]([C:19]4[CH:20]=[C:21]([CH:24]=[CH:25][CH:26]=4)[CH:22]=O)[CH:14]=[C:15]([F:18])[C:16]=3[OH:17])[CH2:10][CH:5]3[CH2:6][CH:7]([CH2:9][CH:3]([CH2:4]3)[CH2:2]1)[CH2:8]2.[S:27]1[CH2:33][C:31](=[O:32])[NH:30][C:28]1=S.[CH2:34]([NH2:41])[C:35]1[CH:40]=[CH:39][CH:38]=[CH:37][CH:36]=1. (6) Given the product [Br:1][C:2]1[CH:3]=[C:4]([CH:7]=[CH:8][C:9]=1[O:10][CH2:11][O:12][CH2:13][CH2:14][O:15][CH3:16])[CH2:5][NH:6][C:17](=[O:18])[O:19][C:20]([CH3:23])([CH3:22])[CH3:21], predict the reactants needed to synthesize it. The reactants are: [Br:1][C:2]1[CH:3]=[C:4]([CH:7]=[CH:8][C:9]=1[O:10][CH2:11][O:12][CH2:13][CH2:14][O:15][CH3:16])[CH2:5][NH2:6].[C:17](O[C:17]([O:19][C:20]([CH3:23])([CH3:22])[CH3:21])=[O:18])([O:19][C:20]([CH3:23])([CH3:22])[CH3:21])=[O:18]. (7) The reactants are: [Br:1][C:2]1[CH:3]=[CH:4][C:5](I)=[N:6][CH:7]=1.Br[C:10]([F:17])([F:16])[C:11]([O:13][CH2:14][CH3:15])=[O:12].C(=O)(O)[O-].[Na+]. Given the product [Br:1][C:2]1[CH:3]=[CH:4][C:5]([C:10]([F:17])([F:16])[C:11]([O:13][CH2:14][CH3:15])=[O:12])=[N:6][CH:7]=1, predict the reactants needed to synthesize it. (8) Given the product [Cl:1][C:2]1[CH:3]=[C:4]([N:9]([CH2:32][C:33]2[CH:34]=[CH:35][C:36]([C:37]([OH:39])=[O:38])=[CH:41][CH:42]=2)[C:10]2[S:11][C:12]([C:15]3[CH:20]=[CH:19][CH:18]=[C:17]([O:21][C:22]4[CH:27]=[CH:26][CH:25]=[C:24]([C:28]([F:29])([F:30])[F:31])[CH:23]=4)[CH:16]=3)=[N:13][N:14]=2)[CH:5]=[CH:6][C:7]=1[Cl:8], predict the reactants needed to synthesize it. The reactants are: [Cl:1][C:2]1[CH:3]=[C:4]([N:9]([CH2:32][C:33]2[CH:42]=[CH:41][C:36]([C:37]([O:39]C)=[O:38])=[CH:35][CH:34]=2)[C:10]2[S:11][C:12]([C:15]3[CH:20]=[CH:19][CH:18]=[C:17]([O:21][C:22]4[CH:27]=[CH:26][CH:25]=[C:24]([C:28]([F:31])([F:30])[F:29])[CH:23]=4)[CH:16]=3)=[N:13][N:14]=2)[CH:5]=[CH:6][C:7]=1[Cl:8].[OH-].[Na+]. (9) Given the product [F:27][C:24]1[CH:23]=[CH:22][C:21](/[C:18](/[CH3:19])=[CH:17]/[N:6]2[C:7]3[CH:8]=[CH:9][C:10]([CH3:16])=[CH:11][C:12]=3[C:13]3[CH2:14][CH2:15][N:2]([CH3:1])[CH2:3][CH2:4][C:5]2=3)=[CH:26][CH:25]=1, predict the reactants needed to synthesize it. The reactants are: [CH3:1][N:2]1[CH2:15][CH2:14][C:13]2[C:12]3[CH:11]=[C:10]([CH3:16])[CH:9]=[CH:8][C:7]=3[N:6]([CH2:17][C:18]([C:21]3[CH:26]=[CH:25][C:24]([F:27])=[CH:23][CH:22]=3)(O)[CH3:19])[C:5]=2[CH2:4][CH2:3]1.OS(O)(=O)=O.[OH-].[K+].